Dataset: Reaction yield outcomes from USPTO patents with 853,638 reactions. Task: Predict the reaction yield, written as a fraction of the theoretical maximum amount of product (1.0 means a 100% yield; for example, 0.34 means a 34% yield). (1) The reactants are [Br:1][C:2]1[CH:3]=[CH:4][C:5](=[O:8])[NH:6][CH:7]=1.C([O-])([O-])=O.[K+].[K+].Br[CH2:16][C:17]([O:19][CH2:20][CH3:21])=[O:18]. The product is [Br:1][C:2]1[CH:3]=[CH:4][C:5](=[O:8])[N:6]([CH2:16][C:17]([O:19][CH2:20][CH3:21])=[O:18])[CH:7]=1. The yield is 0.577. The catalyst is CN(C=O)C. (2) The reactants are Br[C:2]1[N:7]=[C:6]2[N:8]([CH3:17])[N:9]=[C:10]([C:11]3[CH:16]=[CH:15][CH:14]=[CH:13][CH:12]=3)[C:5]2=[C:4]([C:18]([F:21])([F:20])[F:19])[CH:3]=1.C([O-])([O-])=O.[Na+].[Na+].Cl.[CH3:29][O:30][C:31](=[O:34])[CH2:32][NH2:33]. The catalyst is CN(C=O)C. The product is [CH3:17][N:8]1[C:6]2=[N:7][C:2]([NH:33][CH2:32][C:31]([O:30][CH3:29])=[O:34])=[CH:3][C:4]([C:18]([F:21])([F:20])[F:19])=[C:5]2[C:10]([C:11]2[CH:16]=[CH:15][CH:14]=[CH:13][CH:12]=2)=[N:9]1. The yield is 0.320. (3) The reactants are [NH:1]1[C:5]2[CH:6]=[CH:7][C:8]([C:10]([OH:12])=O)=[CH:9][C:4]=2[N:3]=[CH:2]1.[C:13]1([C:19]2[CH:20]=[CH:21][C:22]3[CH2:23][C@H:24]4[C@@H:29]([C:30]=3[CH:31]=2)[CH2:28][CH2:27][CH2:26][NH:25]4)[CH:18]=[CH:17][CH:16]=[CH:15][CH:14]=1. No catalyst specified. The product is [NH:1]1[C:5]2[CH:6]=[CH:7][C:8]([C:10]([N:25]3[CH2:26][CH2:27][CH2:28][C@@H:29]4[C:30]5[CH:31]=[C:19]([C:13]6[CH:18]=[CH:17][CH:16]=[CH:15][CH:14]=6)[CH:20]=[CH:21][C:22]=5[CH2:23][C@H:24]34)=[O:12])=[CH:9][C:4]=2[N:3]=[CH:2]1. The yield is 0.630. (4) The reactants are [CH2:1]([N:8]1[C:13](=O)[CH2:12][CH2:11][C@@:10]2([OH:29])[C@@H:15]([CH3:28])[O:16][C@@H:17]([C:19]3[CH:24]=[CH:23][N:22]=[CH:21][C:20]=3[N+:25]([O-])=O)[CH2:18][C@@H:9]12)[C:2]1[CH:7]=[CH:6][CH:5]=[CH:4][CH:3]=1.B.C1COCC1. The catalyst is C1COCC1. The product is [NH2:25][C:20]1[CH:21]=[N:22][CH:23]=[CH:24][C:19]=1[C@@H:17]1[O:16][C@H:15]([CH3:28])[C@@:10]2([OH:29])[C@H:9]([N:8]([CH2:1][C:2]3[CH:3]=[CH:4][CH:5]=[CH:6][CH:7]=3)[CH2:13][CH2:12][CH2:11]2)[CH2:18]1. The yield is 1.00. (5) The reactants are [CH3:1][N:2]1[C:6]([C:7]([OH:9])=O)=[CH:5][C:4]([CH3:10])=[N:3]1.CN(C)C=O.C(Cl)(=O)C(Cl)=O.[NH2:22][C:23]1[CH:24]=[C:25]([CH:42]=[CH:43][CH:44]=1)[O:26][C:27]1[CH:28]=[CH:29][C:30]2[N:31]([CH:33]=[C:34]([NH:36][C:37](=[O:41])[CH:38]([CH3:40])[CH3:39])[N:35]=2)[N:32]=1. The catalyst is CN(C)C(=O)C.O1CCCC1. The product is [C:37]([NH:36][C:34]1[N:35]=[C:30]2[CH:29]=[CH:28][C:27]([O:26][C:25]3[CH:24]=[C:23]([NH:22][C:7]([C:6]4[N:2]([CH3:1])[N:3]=[C:4]([CH3:10])[CH:5]=4)=[O:9])[CH:44]=[CH:43][CH:42]=3)=[N:32][N:31]2[CH:33]=1)(=[O:41])[CH:38]([CH3:40])[CH3:39]. The yield is 0.720. (6) The reactants are [C:1](=[O:22])(OC1C=CC([N+]([O-])=O)=CC=1)[O:2][CH2:3][C:4]1[CH:9]=[C:8]([CH3:10])[N:7]=[C:6]([CH3:11])[CH:5]=1.CCN(C(C)C)C(C)C.[NH:32]1[CH2:37][CH2:36][O:35][CH2:34][CH2:33]1.[ClH:38]. The catalyst is CN(C=O)C.CN(C1C=CN=CC=1)C.CCOCC. The product is [ClH:38].[N:32]1([C:1]([O:2][CH2:3][C:4]2[CH:5]=[C:6]([CH3:11])[N:7]=[C:8]([CH3:10])[CH:9]=2)=[O:22])[CH2:37][CH2:36][O:35][CH2:34][CH2:33]1. The yield is 0.540. (7) The reactants are [NH2:1][C:2](=[O:17])[C@@H:3]([NH:5][C:6]1[N:11]=[C:10]([Cl:12])[N:9]=[C:8]([C:13]([O:15]C)=[O:14])[CH:7]=1)[CH3:4].[OH-].[K+]. The catalyst is CO.O. The product is [NH2:1][C:2](=[O:17])[C@@H:3]([NH:5][C:6]1[N:11]=[C:10]([Cl:12])[N:9]=[C:8]([C:13]([OH:15])=[O:14])[CH:7]=1)[CH3:4]. The yield is 0.880.